Task: Binary Classification. Given a miRNA mature sequence and a target amino acid sequence, predict their likelihood of interaction.. Dataset: Experimentally validated miRNA-target interactions with 360,000+ pairs, plus equal number of negative samples The miRNA is hsa-miR-4529-3p with sequence AUUGGACUGCUGAUGGCCCGU. The protein sequence of the target gene is MEDGTPKHIIQMTGFKMEEKEALVKLLLKLDCTFIKSEKYKNCTHLIAERLCKSEKFLAACAAGKWILTKDYIIHSAKSGRWLDETTYEWGYKIEKDSRYSPQMQSAPKRWREELKRTGAPGAFHRWKVVLLVRTDKRSDSLIRVLEAGKANVILPKSSPSGITHVIASNARIKAEKEKDNFKAPFYPIQYLGDFLLEKEIQNDEDSQTNSVWTEHSNEETNKDFRKDAGFLEMKGALRETMYRTQKEMQNHEDVNVGSILIQHHKKEKFSGSSKDLKFVKMRNTFGSHTYENQKEIKKK.... Result: 0 (no interaction).